Dataset: Full USPTO retrosynthesis dataset with 1.9M reactions from patents (1976-2016). Task: Predict the reactants needed to synthesize the given product. (1) Given the product [O:1]1[C:5]2[CH:6]=[CH:7][CH:8]=[CH:9][C:4]=2[C:3]([NH:10][C:19]([N:41]2[CH2:40][CH2:39][CH:38]([C:35]3[S:36][CH:37]=[C:33]([C:27]4[CH:32]=[CH:31][CH:30]=[CH:29][CH:28]=4)[N:34]=3)[CH2:43][CH2:42]2)=[O:21])=[N:2]1, predict the reactants needed to synthesize it. The reactants are: [O:1]1[C:5]2[CH:6]=[CH:7][CH:8]=[CH:9][C:4]=2[C:3]([N:10]([C:19]([O:21]CC(Cl)(Cl)Cl)=O)C(OCC(Cl)(Cl)Cl)=O)=[N:2]1.[C:27]1([C:33]2[N:34]=[C:35]([CH:38]3[CH2:43][CH2:42][NH:41][CH2:40][CH2:39]3)[S:36][CH:37]=2)[CH:32]=[CH:31][CH:30]=[CH:29][CH:28]=1.C(N(C(C)C)CC)(C)C.O. (2) Given the product [CH3:9][C:5]1[CH:4]=[CH:3][C:2]([NH:1][CH2:16][C:12]2[CH:11]=[N:10][CH:15]=[CH:14][CH:13]=2)=[CH:7][C:6]=1[OH:8], predict the reactants needed to synthesize it. The reactants are: [NH2:1][C:2]1[CH:3]=[CH:4][C:5]([CH3:9])=[C:6]([OH:8])[CH:7]=1.[N:10]1[CH:15]=[CH:14][CH:13]=[C:12]([CH:16]=O)[CH:11]=1.C(O[BH-](OC(=O)C)OC(=O)C)(=O)C.[Na+]. (3) Given the product [F:25][C:2]([F:1])([F:24])[C:3]1[CH:19]=[C:18]([C:20]([F:23])([F:22])[F:21])[CH:17]=[CH:16][C:4]=1[CH2:5][N:6]1[CH2:11][CH2:10][CH:9]([CH2:12][OH:13])[CH2:8][C:7]1=[O:15], predict the reactants needed to synthesize it. The reactants are: [F:1][C:2]([F:25])([F:24])[C:3]1[CH:19]=[C:18]([C:20]([F:23])([F:22])[F:21])[CH:17]=[CH:16][C:4]=1[CH2:5][N:6]1[CH2:11][CH2:10][CH:9]([C:12](O)=[O:13])[CH2:8][C:7]1=[O:15].C(N(CC)CC)C.ClC(OCC)=O.[BH4-].[Na+]. (4) Given the product [NH2:18][C@@:8]([C:6]1[C:5]([F:25])=[CH:4][CH:3]=[C:2]([Br:1])[N:7]=1)([CH2:9][F:10])[CH2:11][C@H:12]([OH:17])[C:13]([F:15])([F:14])[F:16], predict the reactants needed to synthesize it. The reactants are: [Br:1][C:2]1[N:7]=[C:6]([C@@:8]([NH:18][S@@](C(C)(C)C)=O)([CH2:11][C@H:12]([OH:17])[C:13]([F:16])([F:15])[F:14])[CH2:9][F:10])[C:5]([F:25])=[CH:4][CH:3]=1.Cl.C([O-])(O)=O.[Na+]. (5) Given the product [CH2:1]([O:8][C:9]1[CH:10]=[C:11]([C:12]2[O:13][CH:29]=[C:28]([CH2:27][Cl:26])[N:14]=2)[CH:15]=[CH:16][C:17]=1[O:18][CH2:19][C:20]1[CH:25]=[CH:24][CH:23]=[CH:22][CH:21]=1)[C:2]1[CH:3]=[CH:4][CH:5]=[CH:6][CH:7]=1, predict the reactants needed to synthesize it. The reactants are: [CH2:1]([O:8][C:9]1[CH:10]=[C:11]([CH:15]=[CH:16][C:17]=1[O:18][CH2:19][C:20]1[CH:25]=[CH:24][CH:23]=[CH:22][CH:21]=1)[C:12]([NH2:14])=[O:13])[C:2]1[CH:7]=[CH:6][CH:5]=[CH:4][CH:3]=1.[Cl:26][CH2:27][C:28](=O)[CH2:29]Cl. (6) Given the product [CH3:7][C:2](=[CH2:1])[C:3]#[C:4][CH2:5][O:6][SiH:27]([CH:29]([CH3:31])[CH3:30])[CH:24]([CH3:26])[CH3:25], predict the reactants needed to synthesize it. The reactants are: [CH3:1][C:2](=[CH2:7])[C:3]#[C:4][CH2:5][OH:6].CN(C1C=CC=CN=1)C.C(N(CC)CC)C.[CH:24]([SiH:27]([CH:29]([CH3:31])[CH3:30])Cl)([CH3:26])[CH3:25]. (7) The reactants are: [Cl:1][C:2]1[C:3]([C:15]([NH2:17])=[O:16])=[N:4][N:5]([C:8]2[CH:13]=[C:12](I)[CH:11]=[CH:10][N:9]=2)[C:6]=1[CH3:7].[C:18]([C@:20]1([OH:27])[CH2:24][CH2:23][N:22]([CH3:25])[C:21]1=[O:26])#[CH:19]. Given the product [Cl:1][C:2]1[C:3]([C:15]([NH2:17])=[O:16])=[N:4][N:5]([C:8]2[CH:13]=[C:12]([C:19]#[C:18][C@:20]3([OH:27])[CH2:24][CH2:23][N:22]([CH3:25])[C:21]3=[O:26])[CH:11]=[CH:10][N:9]=2)[C:6]=1[CH3:7], predict the reactants needed to synthesize it. (8) The reactants are: [CH3:1][N:2]([CH2:4][C:5]1[O:9][C:8]([C:10]2[CH:15]=[CH:14][CH:13]=[CH:12][C:11]=2[CH:16]([OH:21])[C:17]([F:20])([F:19])[F:18])=[CH:7][CH:6]=1)[CH3:3].[NH2:22][C:23]1[N:28]=[C:27](Cl)[CH:26]=[C:25]([Cl:30])[N:24]=1.C(=O)([O-])[O-].[Cs+].[Cs+].O1CCOCC1. Given the product [Cl:30][C:25]1[CH:26]=[C:27]([O:21][CH:16]([C:11]2[CH:12]=[CH:13][CH:14]=[CH:15][C:10]=2[C:8]2[O:9][C:5]([CH2:4][N:2]([CH3:1])[CH3:3])=[CH:6][CH:7]=2)[C:17]([F:18])([F:20])[F:19])[N:28]=[C:23]([NH2:22])[N:24]=1, predict the reactants needed to synthesize it. (9) Given the product [OH:8][CH2:9][CH2:10][CH2:11][CH2:12][O:13][C:14]1[N:23]=[C:22]2[C:17]([CH:18]=[CH:19][C:20](=[O:24])[NH:21]2)=[C:16]([CH3:25])[CH:15]=1, predict the reactants needed to synthesize it. The reactants are: C([O:8][CH2:9][CH2:10][CH2:11][CH2:12][O:13][C:14]1[N:23]=[C:22]2[C:17]([CH:18]=[CH:19][C:20](=[O:24])[NH:21]2)=[C:16]([CH3:25])[CH:15]=1)C1C=CC=CC=1.CCOCC.